Dataset: NCI-60 drug combinations with 297,098 pairs across 59 cell lines. Task: Regression. Given two drug SMILES strings and cell line genomic features, predict the synergy score measuring deviation from expected non-interaction effect. (1) Drug 1: CC1=C2C(C(=O)C3(C(CC4C(C3C(C(C2(C)C)(CC1OC(=O)C(C(C5=CC=CC=C5)NC(=O)OC(C)(C)C)O)O)OC(=O)C6=CC=CC=C6)(CO4)OC(=O)C)OC)C)OC. Drug 2: CC1CCC2CC(C(=CC=CC=CC(CC(C(=O)C(C(C(=CC(C(=O)CC(OC(=O)C3CCCCN3C(=O)C(=O)C1(O2)O)C(C)CC4CCC(C(C4)OC)OCCO)C)C)O)OC)C)C)C)OC. Cell line: M14. Synergy scores: CSS=50.3, Synergy_ZIP=5.91, Synergy_Bliss=4.19, Synergy_Loewe=-10.0, Synergy_HSA=5.06. (2) Drug 1: C1CC(=O)NC(=O)C1N2CC3=C(C2=O)C=CC=C3N. Drug 2: CC1=C(C=C(C=C1)NC(=O)C2=CC=C(C=C2)CN3CCN(CC3)C)NC4=NC=CC(=N4)C5=CN=CC=C5. Synergy scores: CSS=-0.288, Synergy_ZIP=1.35, Synergy_Bliss=1.62, Synergy_Loewe=-3.37, Synergy_HSA=-3.20. Cell line: DU-145. (3) Drug 1: CC(C1=C(C=CC(=C1Cl)F)Cl)OC2=C(N=CC(=C2)C3=CN(N=C3)C4CCNCC4)N. Drug 2: CC1=C2C(C(=O)C3(C(CC4C(C3C(C(C2(C)C)(CC1OC(=O)C(C(C5=CC=CC=C5)NC(=O)OC(C)(C)C)O)O)OC(=O)C6=CC=CC=C6)(CO4)OC(=O)C)OC)C)OC. Cell line: EKVX. Synergy scores: CSS=47.6, Synergy_ZIP=4.60, Synergy_Bliss=7.86, Synergy_Loewe=-17.4, Synergy_HSA=9.47. (4) Drug 1: CC(CN1CC(=O)NC(=O)C1)N2CC(=O)NC(=O)C2. Synergy scores: CSS=11.6, Synergy_ZIP=-2.48, Synergy_Bliss=0.0649, Synergy_Loewe=0.201, Synergy_HSA=-0.0259. Drug 2: C#CCC(CC1=CN=C2C(=N1)C(=NC(=N2)N)N)C3=CC=C(C=C3)C(=O)NC(CCC(=O)O)C(=O)O. Cell line: SNB-19. (5) Drug 1: CC1CCC2CC(C(=CC=CC=CC(CC(C(=O)C(C(C(=CC(C(=O)CC(OC(=O)C3CCCCN3C(=O)C(=O)C1(O2)O)C(C)CC4CCC(C(C4)OC)O)C)C)O)OC)C)C)C)OC. Drug 2: CN(CC1=CN=C2C(=N1)C(=NC(=N2)N)N)C3=CC=C(C=C3)C(=O)NC(CCC(=O)O)C(=O)O. Cell line: RPMI-8226. Synergy scores: CSS=58.7, Synergy_ZIP=0.206, Synergy_Bliss=-0.118, Synergy_Loewe=-19.7, Synergy_HSA=-1.63. (6) Drug 1: CN(CCCl)CCCl.Cl. Drug 2: C1CN(CCN1C(=O)CCBr)C(=O)CCBr. Cell line: HL-60(TB). Synergy scores: CSS=92.0, Synergy_ZIP=4.28, Synergy_Bliss=4.26, Synergy_Loewe=-13.4, Synergy_HSA=-12.0. (7) Drug 1: C1=CC(=CC=C1CC(C(=O)O)N)N(CCCl)CCCl.Cl. Drug 2: CC=C1C(=O)NC(C(=O)OC2CC(=O)NC(C(=O)NC(CSSCCC=C2)C(=O)N1)C(C)C)C(C)C. Cell line: MCF7. Synergy scores: CSS=27.5, Synergy_ZIP=-2.52, Synergy_Bliss=1.01, Synergy_Loewe=-19.1, Synergy_HSA=2.66. (8) Drug 1: C(CCl)NC(=O)N(CCCl)N=O. Drug 2: CC1C(C(CC(O1)OC2CC(CC3=C2C(=C4C(=C3O)C(=O)C5=CC=CC=C5C4=O)O)(C(=O)C)O)N)O. Cell line: MOLT-4. Synergy scores: CSS=48.5, Synergy_ZIP=-6.10, Synergy_Bliss=-5.97, Synergy_Loewe=-5.15, Synergy_HSA=-3.99.